This data is from Full USPTO retrosynthesis dataset with 1.9M reactions from patents (1976-2016). The task is: Predict the reactants needed to synthesize the given product. (1) Given the product [C:26]([O:30][C:31](=[O:32])[NH:33][C:34]1[S:35][CH:36]=[C:37]([C:39]2[S:43][C:42]([C:44](=[O:45])[NH:1][C:2]3[N:6]([CH2:7][CH2:8][C:9](=[O:11])[NH2:10])[C:5]4[CH:12]=[CH:13][C:14]([N:16]([C:17](=[O:24])[C:18]5[CH:23]=[CH:22][CH:21]=[CH:20][CH:19]=5)[CH3:25])=[CH:15][C:4]=4[N:3]=3)=[CH:41][CH:40]=2)[N:38]=1)([CH3:29])([CH3:27])[CH3:28], predict the reactants needed to synthesize it. The reactants are: [NH2:1][C:2]1[N:6]([CH2:7][CH2:8][C:9](=[O:11])[NH2:10])[C:5]2[CH:12]=[CH:13][C:14]([N:16]([CH3:25])[C:17](=[O:24])[C:18]3[CH:23]=[CH:22][CH:21]=[CH:20][CH:19]=3)=[CH:15][C:4]=2[N:3]=1.[C:26]([O:30][C:31]([NH:33][C:34]1[S:35][CH:36]=[C:37]([C:39]2[S:43][C:42]([C:44](O)=[O:45])=[CH:41][CH:40]=2)[N:38]=1)=[O:32])([CH3:29])([CH3:28])[CH3:27].C(Cl)CCl.C1C=CC2N(O)N=NC=2C=1.CCN(C(C)C)C(C)C. (2) Given the product [Br:1][C:2]1[NH:3][CH:4]=[C:5]([C:7]([NH:10][C@@H:11]([CH3:28])[CH2:12][N:13]2[CH:17]=[CH:16][C:15]([C:18]3[CH:25]=[C:24]([F:26])[C:21]([C:22]#[N:23])=[C:20]([Cl:27])[CH:19]=3)=[N:14]2)=[O:9])[N:6]=1, predict the reactants needed to synthesize it. The reactants are: [Br:1][C:2]1[NH:3][CH:4]=[C:5]([C:7]([OH:9])=O)[N:6]=1.[NH2:10][C@@H:11]([CH3:28])[CH2:12][N:13]1[CH:17]=[CH:16][C:15]([C:18]2[CH:25]=[C:24]([F:26])[C:21]([C:22]#[N:23])=[C:20]([Cl:27])[CH:19]=2)=[N:14]1.CN(C=O)C.C(Cl)Cl. (3) Given the product [CH:5]1([O:4][C:2]([N:17]2[CH2:22][CH2:21][CH:20]([N:23]3[C:27]4=[N:28][CH:29]=[N:30][C:31]([O:32][C:33]5[CH:40]=[CH:39][CH:38]=[CH:37][C:34]=5[C:35]#[N:36])=[C:26]4[CH:25]=[N:24]3)[CH2:19][CH2:18]2)=[O:3])[CH2:9][CH2:8][CH2:7][CH2:6]1, predict the reactants needed to synthesize it. The reactants are: Cl[C:2]([O:4][CH:5]1[CH2:9][CH2:8][CH2:7][CH2:6]1)=[O:3].FC(F)(F)C(O)=O.[NH:17]1[CH2:22][CH2:21][CH:20]([N:23]2[C:27]3=[N:28][CH:29]=[N:30][C:31]([O:32][C:33]4[CH:40]=[CH:39][CH:38]=[CH:37][C:34]=4[C:35]#[N:36])=[C:26]3[CH:25]=[N:24]2)[CH2:19][CH2:18]1.C(OC(N1CCC(N2C3=NC=NC(OC4C=CC=CC=4C#N)=C3C=N2)CC1)=O)(C)(C)C.FC(F)(F)C(O)=O.C(OC1C=CC(OC2N=CN=C3N(C4CCNCC4)N=CC=23)=C(F)C=1)C.C(N(C(C)C)CC)(C)C. (4) The reactants are: [C:1]1([OH:14])[C:2]([C:7]2[C:8]([OH:13])=[CH:9][CH:10]=[CH:11][CH:12]=2)=[CH:3][CH:4]=[CH:5][CH:6]=1.C1(C)C=CC=CC=1.[CH2:22]([N:24]([CH2:28][CH3:29])[C:25](Cl)=[O:26])[CH3:23].Cl. Given the product [CH2:22]([N:24]([CH2:28][CH3:29])[C:25](=[O:26])[O:14][C:1]1[CH:6]=[CH:5][CH:4]=[CH:3][C:2]=1[C:7]1[CH:12]=[CH:11][CH:10]=[CH:9][C:8]=1[OH:13])[CH3:23], predict the reactants needed to synthesize it. (5) Given the product [Br:1][C:2]1[N:6]2[CH:7]=[CH:8][N:9]=[C:10]([NH2:25])[C:5]2=[C:4]([C:12]2[CH:17]=[CH:16][C:15]([O:18][C:19]3[CH:24]=[CH:23][CH:22]=[CH:21][CH:20]=3)=[CH:14][CH:13]=2)[N:3]=1, predict the reactants needed to synthesize it. The reactants are: [Br:1][C:2]1[N:6]2[CH:7]=[CH:8][N:9]=[C:10](Cl)[C:5]2=[C:4]([C:12]2[CH:17]=[CH:16][C:15]([O:18][C:19]3[CH:24]=[CH:23][CH:22]=[CH:21][CH:20]=3)=[CH:14][CH:13]=2)[N:3]=1.[NH3:25].CC(O)C. (6) Given the product [F:8][C:6]1[CH:5]=[C:4]2[C:3](=[C:2]([F:1])[CH:7]=1)[O:12][C:15]([CH2:17][F:18])([CH2:14][F:13])[CH2:10][C:9]2=[O:11], predict the reactants needed to synthesize it. The reactants are: [F:1][C:2]1[C:3]([OH:12])=[C:4]([C:9](=[O:11])[CH3:10])[CH:5]=[C:6]([F:8])[CH:7]=1.[F:13][CH2:14][C:15]([CH2:17][F:18])=O.N1CCCC1. (7) Given the product [NH2:3][CH2:12][CH2:13][CH2:14][N:15]([CH:28]([CH3:30])[CH3:29])[S:16]([C:19]1[CH:24]=[CH:23][CH:22]=[CH:21][C:20]=1[N+:25]([O-:27])=[O:26])(=[O:17])=[O:18], predict the reactants needed to synthesize it. The reactants are: O=C1C2C(=CC=CC=2)C(=O)[N:3]1[CH2:12][CH2:13][CH2:14][N:15]([CH:28]([CH3:30])[CH3:29])[S:16]([C:19]1[CH:24]=[CH:23][CH:22]=[CH:21][C:20]=1[N+:25]([O-:27])=[O:26])(=[O:18])=[O:17].O.NN.C(O)C. (8) Given the product [F:1][C:2]1[CH:3]=[C:4]([C:9]2[CH2:14][CH2:13][N:12]([C:15]([O:17][C:18]([CH3:21])([CH3:20])[CH3:19])=[O:16])[CH2:11][CH:10]=2)[CH:5]=[CH:6][C:7]=1[F:8], predict the reactants needed to synthesize it. The reactants are: [F:1][C:2]1[CH:3]=[C:4]([C:9]2(O)[CH2:14][CH2:13][N:12]([C:15]([O:17][C:18]([CH3:21])([CH3:20])[CH3:19])=[O:16])[CH2:11][CH2:10]2)[CH:5]=[CH:6][C:7]=1[F:8].CS(Cl)(=O)=O.C(N(CC)CC)C. (9) Given the product [Br:2][C:3]1[CH:4]=[CH:5][C:6]([C:9]2([NH:13][C:28](=[O:29])[O:27][C:23]([CH3:26])([CH3:25])[CH3:24])[CH2:12][CH2:11][CH2:10]2)=[CH:7][CH:8]=1, predict the reactants needed to synthesize it. The reactants are: Cl.[Br:2][C:3]1[CH:8]=[CH:7][C:6]([C:9]2([NH2:13])[CH2:12][CH2:11][CH2:10]2)=[CH:5][CH:4]=1.C(N(C(C)C)CC)(C)C.[C:23]([O:27][C:28](O[C:28]([O:27][C:23]([CH3:26])([CH3:25])[CH3:24])=[O:29])=[O:29])([CH3:26])([CH3:25])[CH3:24].